From a dataset of Forward reaction prediction with 1.9M reactions from USPTO patents (1976-2016). Predict the product of the given reaction. (1) Given the reactants FC1C([O:8][C:9](=O)[C@H:10]([NH:26][C:27]([O:29][C:30]([CH3:33])([CH3:32])[CH3:31])=[O:28])[CH2:11][C:12]2[CH:17]=[CH:16][C:15]([C:18]3[CH:23]=[CH:22][C:21]([F:24])=[C:20]([Cl:25])[CH:19]=3)=[CH:14][CH:13]=2)=C(F)C(F)=C(F)C=1F.O[NH:40][C:41](=[NH:43])[CH3:42], predict the reaction product. The product is: [C:30]([O:29][C:27](=[O:28])[NH:26][C@@H:10]([C:9]1[O:8][N:43]=[C:41]([CH3:42])[N:40]=1)[CH2:11][C:12]1[CH:13]=[CH:14][C:15]([C:18]2[CH:23]=[CH:22][C:21]([F:24])=[C:20]([Cl:25])[CH:19]=2)=[CH:16][CH:17]=1)([CH3:33])([CH3:31])[CH3:32]. (2) The product is: [CH:1]1([CH2:4][CH2:5][C:6]2[CH:7]=[C:8]([NH:17][C:18]3[CH:23]=[CH:22][C:21]([CH:24]4[CH2:29][CH2:28][NH:27][CH2:26][CH2:25]4)=[CH:20][C:19]=3[O:37][CH3:38])[C:9]3[C:10](=[O:16])[NH:11][N:12]=[CH:13][C:14]=3[N:15]=2)[CH2:2][CH2:3]1. Given the reactants [CH:1]1([CH2:4][CH2:5][C:6]2[CH:7]=[C:8]([NH:17][C:18]3[CH:23]=[CH:22][C:21]([CH:24]4[CH2:29][CH2:28][N:27](C(OC(C)(C)C)=O)[CH2:26][CH2:25]4)=[CH:20][C:19]=3[O:37][CH3:38])[C:9]3[C:10](=[O:16])[NH:11][N:12]=[CH:13][C:14]=3[N:15]=2)[CH2:3][CH2:2]1.FC(F)(F)C(O)=O, predict the reaction product. (3) Given the reactants [O:1]1CCO[CH:2]1[CH2:6][N:7]1[C:12](=[O:13])[CH:11]=[N:10][C:9]2[CH:14]=[N:15][CH:16]=[CH:17][C:8]1=2.FC(F)(F)C(O)=O, predict the reaction product. The product is: [O:13]=[C:12]1[CH:11]=[N:10][C:9]2[CH:14]=[N:15][CH:16]=[CH:17][C:8]=2[N:7]1[CH2:6][CH:2]=[O:1]. (4) Given the reactants C[O:2][C:3]([C@@H:5]([C:12]1[CH:17]=[CH:16][CH:15]=[CH:14][CH:13]=1)[C@@H:6]1[NH:11][CH2:10][CH2:9][CH2:8][CH2:7]1)=[O:4].[ClH:18], predict the reaction product. The product is: [CH2:8]1[CH2:7][C@@H:6]([C@@H:5]([C:3]([OH:4])=[O:2])[C:12]2[CH:13]=[CH:14][CH:15]=[CH:16][CH:17]=2)[NH:11][CH2:10][CH2:9]1.[ClH:18]. (5) Given the reactants [O:1]=[C:2]1[NH:6][C@H:5]([C:7]([OH:9])=O)[CH2:4][CH2:3]1.[CH2:10]([NH2:17])[C:11]1[CH:16]=[CH:15][CH:14]=[CH:13][CH:12]=1.F[P-](F)(F)(F)(F)F.N1(OC(N(C)C)=[N+](C)C)C2N=CC=CC=2N=N1, predict the reaction product. The product is: [CH2:10]([NH:17][C:7](=[O:9])[C@@H:5]1[CH2:4][CH2:3][C:2](=[O:1])[NH:6]1)[C:11]1[CH:16]=[CH:15][CH:14]=[CH:13][CH:12]=1.